From a dataset of Full USPTO retrosynthesis dataset with 1.9M reactions from patents (1976-2016). Predict the reactants needed to synthesize the given product. (1) Given the product [Cl:1][C:2]1[N:7]=[C:6]([N:18]([CH3:19])[C:14]2[CH:13]=[C:12]3[C:17](=[CH:16][CH:15]=2)[NH:9][N:10]=[CH:11]3)[CH:5]=[CH:4][N:3]=1, predict the reactants needed to synthesize it. The reactants are: [Cl:1][C:2]1[N:7]=[C:6](Cl)[CH:5]=[CH:4][N:3]=1.[NH:9]1[C:17]2[C:12](=[CH:13][C:14]([NH:18][CH3:19])=[CH:15][CH:16]=2)[CH:11]=[N:10]1. (2) Given the product [Cl:1][C:2]1[N:9]=[C:8]([NH:18][C:15]2[CH:14]=[C:13]([CH3:12])[NH:17][N:16]=2)[C:7]([Cl:11])=[CH:6][C:3]=1[C:4]#[N:5], predict the reactants needed to synthesize it. The reactants are: [Cl:1][C:2]1[N:9]=[C:8](Cl)[C:7]([Cl:11])=[CH:6][C:3]=1[C:4]#[N:5].[CH3:12][C:13]1[NH:17][N:16]=[C:15]([NH2:18])[CH:14]=1.CCN(C(C)C)C(C)C. (3) The reactants are: Br[C:2]1[CH:10]=[CH:9][C:5]2[S:6][CH:7]=[CH:8][C:4]=2[CH:3]=1.[Mg].II.BrC1SC2C=CC=CC=2C=1.CON(C)[C:27](=[O:31])[CH2:28][CH2:29][CH3:30]. Given the product [S:6]1[CH:7]=[CH:8][C:4]2[CH:3]=[C:2]([C:27](=[O:31])[CH2:28][CH2:29][CH3:30])[CH:10]=[CH:9][C:5]1=2, predict the reactants needed to synthesize it. (4) Given the product [C:1]([C:3]1[CH:4]=[C:5]([C:14]2[C:22]3[C:17](=[CH:18][C:19]([S:23]([NH:26][C:27]4[S:31][N:30]=[CH:29][N:28]=4)(=[O:24])=[O:25])=[CH:20][CH:21]=3)[N:16]([CH3:43])[CH:15]=2)[CH:6]=[CH:7][C:8]=1[F:9])#[N:2], predict the reactants needed to synthesize it. The reactants are: [C:1]([C:3]1[CH:4]=[C:5](B(O)O)[CH:6]=[CH:7][C:8]=1[F:9])#[N:2].Br[C:14]1[C:22]2[C:17](=[CH:18][C:19]([S:23]([N:26](CC3C=CC(OC)=CC=3OC)[C:27]3[S:31][N:30]=[CH:29][N:28]=3)(=[O:25])=[O:24])=[CH:20][CH:21]=2)[N:16]([CH3:43])[CH:15]=1. (5) Given the product [CH3:1][C:2]1[N:6]2[N:7]=[C:8]([N:15]([CH3:24])[C@H:16]([C:18]3[CH:23]=[CH:22][CH:21]=[CH:20][CH:19]=3)[CH3:17])[CH:9]=[C:10]([C:11]([OH:13])=[O:12])[C:5]2=[N:4][N:3]=1, predict the reactants needed to synthesize it. The reactants are: [CH3:1][C:2]1[N:6]2[N:7]=[C:8]([N:15]([CH3:24])[C@H:16]([C:18]3[CH:23]=[CH:22][CH:21]=[CH:20][CH:19]=3)[CH3:17])[CH:9]=[C:10]([C:11]([O:13]C)=[O:12])[C:5]2=[N:4][N:3]=1.[Li+].[OH-]. (6) Given the product [C:5]([O:9][C:10]([NH:12][C:13]1[CH:18]=[CH:17][C:16]([CH2:19][CH2:20][CH2:21][C:22]([NH2:26])=[O:24])=[CH:15][CH:14]=1)=[O:11])([CH3:8])([CH3:7])[CH3:6], predict the reactants needed to synthesize it. The reactants are: S(Cl)(Cl)=O.[C:5]([O:9][C:10]([NH:12][C:13]1[CH:18]=[CH:17][C:16]([CH2:19][CH2:20][CH2:21][C:22]([OH:24])=O)=[CH:15][CH:14]=1)=[O:11])([CH3:8])([CH3:7])[CH3:6].C[N:26](C=O)C.